This data is from Forward reaction prediction with 1.9M reactions from USPTO patents (1976-2016). The task is: Predict the product of the given reaction. (1) Given the reactants [CH3:1][Mg]Br.[CH2:4]([O:11][C:12]([NH:14][C@H:15]1[CH2:20][CH2:19][N:18]([C:21]2[S:25][C:24]([C:26]([O:28][CH3:29])=[O:27])=[C:23]([CH:30]=[O:31])[CH:22]=2)[CH2:17][C@H:16]1[O:32][CH3:33])=[O:13])[C:5]1[CH:10]=[CH:9][CH:8]=[CH:7][CH:6]=1.[Cl-].[NH4+], predict the reaction product. The product is: [CH2:4]([O:11][C:12]([NH:14][C@H:15]1[CH2:20][CH2:19][N:18]([C:21]2[S:25][C:24]([C:26]([O:28][CH3:29])=[O:27])=[C:23]([CH:30]([OH:31])[CH3:1])[CH:22]=2)[CH2:17][C@H:16]1[O:32][CH3:33])=[O:13])[C:5]1[CH:10]=[CH:9][CH:8]=[CH:7][CH:6]=1. (2) Given the reactants [CH3:1][O:2][C:3]1[CH:12]=[C:11]2[C:6]([CH2:7][CH2:8][C@@H:9]([N:13]([CH2:17][CH2:18][CH:19]3[CH2:24][CH2:23][NH:22][CH2:21][CH2:20]3)[CH2:14][CH2:15][CH3:16])[CH2:10]2)=[CH:5][CH:4]=1.C(OC([N:32]1[CH2:37][CH2:36][CH:35]([C:38](O)=[O:39])[CH2:34][CH2:33]1)=O)(C)(C)C.CCN=C=NCCCN(C)C.C1C=CC2N(O)N=NC=2C=1.C(N(CC)CC)C, predict the reaction product. The product is: [CH3:1][O:2][C:3]1[CH:12]=[C:11]2[C:6]([CH2:7][CH2:8][C@@H:9]([N:13]([CH2:14][CH2:15][CH3:16])[CH2:17][CH2:18][CH:19]3[CH2:24][CH2:23][N:22]([C:38]([CH:35]4[CH2:36][CH2:37][NH:32][CH2:33][CH2:34]4)=[O:39])[CH2:21][CH2:20]3)[CH2:10]2)=[CH:5][CH:4]=1. (3) Given the reactants C([O:6][C@@H:7]([C:9]1[N:14]=[C:13]([N:15]2[CH2:24][CH2:23][C:22]3[C:21]([C:25]4[CH:30]=[CH:29][CH:28]=[CH:27][CH:26]=4)=[N:20][C:19]([CH3:31])=[N:18][C:17]=3[CH2:16]2)[CH:12]=[CH:11][N:10]=1)[CH3:8])(=O)CCC.Cl.[OH-].[Na+], predict the reaction product. The product is: [CH3:31][C:19]1[N:20]=[C:21]([C:25]2[CH:30]=[CH:29][CH:28]=[CH:27][CH:26]=2)[C:22]2[CH2:23][CH2:24][N:15]([C:13]3[CH:12]=[CH:11][N:10]=[C:9]([C@H:7]([OH:6])[CH3:8])[N:14]=3)[CH2:16][C:17]=2[N:18]=1.